Dataset: Forward reaction prediction with 1.9M reactions from USPTO patents (1976-2016). Task: Predict the product of the given reaction. (1) Given the reactants [Cl:1][C:2]1[CH:3]=[N:4][CH:5]=[C:6]([Cl:26])[C:7]=1[NH:8][C:9]1[NH:10][C:11]2[C:17]3[CH2:18][C:19]([CH3:22])([CH3:21])[O:20][C:16]=3[C:15]([C:23]([OH:25])=O)=[CH:14][C:12]=2[N:13]=1.F[B-](F)(F)F.N1(OC(N(C)C)=[N+](C)C)C2C=CC=CC=2N=N1.CN1CCOCC1.[F:56][C:57]([F:67])([F:66])[C:58]1[CH:63]=[CH:62][CH:61]=[CH:60][C:59]=1[CH2:64][NH2:65], predict the reaction product. The product is: [Cl:26][C:6]1[CH:5]=[N:4][CH:3]=[C:2]([Cl:1])[C:7]=1[NH:8][C:9]1[NH:10][C:11]2[C:17]3[CH2:18][C:19]([CH3:22])([CH3:21])[O:20][C:16]=3[C:15]([C:23]([NH:65][CH2:64][C:59]3[CH:60]=[CH:61][CH:62]=[CH:63][C:58]=3[C:57]([F:56])([F:66])[F:67])=[O:25])=[CH:14][C:12]=2[N:13]=1. (2) Given the reactants [NH2:1][C:2]1[C:7]([N+:8]([O-])=O)=[C:6]([N:11]2[CH2:16][CH2:15][N:14]([CH2:17][C:18]([NH:20][C:21]3[CH:22]=[N:23][CH:24]=[CH:25][CH:26]=3)=[O:19])[CH2:13][CH2:12]2)[C:5]([Br:27])=[CH:4][N:3]=1.[CH3:28][N:29]([CH3:38])[C:30]1[CH:37]=[CH:36][C:33]([CH:34]=O)=[CH:32][CH:31]=1.[O-]S(S([O-])=O)=O.[Na+].[Na+], predict the reaction product. The product is: [Br:27][C:5]1[C:6]([N:11]2[CH2:16][CH2:15][N:14]([CH2:17][C:18]([NH:20][C:21]3[CH:22]=[N:23][CH:24]=[CH:25][CH:26]=3)=[O:19])[CH2:13][CH2:12]2)=[C:7]2[N:8]=[C:34]([C:33]3[CH:36]=[CH:37][C:30]([N:29]([CH3:38])[CH3:28])=[CH:31][CH:32]=3)[NH:1][C:2]2=[N:3][CH:4]=1. (3) Given the reactants [F:1][C:2]1[CH:3]=[C:4]([C:10]2[C:14]([C:15]3[CH:20]=[CH:19][CH:18]=[CH:17][CH:16]=3)=[C:13]([C:21]3([CH2:24][OH:25])[CH2:23][CH2:22]3)[O:12][N:11]=2)[CH:5]=[CH:6][C:7]=1[O:8]C, predict the reaction product. The product is: [F:1][C:2]1[CH:3]=[C:4]([C:10]2[C:14]([C:15]3[CH:20]=[CH:19][CH:18]=[CH:17][CH:16]=3)=[C:13]([C:21]3([CH2:24][OH:25])[CH2:22][CH2:23]3)[O:12][N:11]=2)[CH:5]=[CH:6][C:7]=1[OH:8]. (4) Given the reactants [F:1][C:2]1[CH:3]=[C:4]([CH:40]=[C:41]([F:43])[CH:42]=1)[CH2:5][N:6]1[CH:10]=[C:9]([C:11]2[C:19]3[C:14](=[N:15][CH:16]=[C:17]([C:20]4[CH:25]=[CH:24][C:23]([CH:26]5[CH2:31][CH2:30][N:29](C(OC(C)(C)C)=O)[CH2:28][CH2:27]5)=[C:22]([F:39])[CH:21]=4)[CH:18]=3)[NH:13][CH:12]=2)[CH:8]=[N:7]1, predict the reaction product. The product is: [F:1][C:2]1[CH:3]=[C:4]([CH:40]=[C:41]([F:43])[CH:42]=1)[CH2:5][N:6]1[CH:10]=[C:9]([C:11]2[C:19]3[C:14](=[N:15][CH:16]=[C:17]([C:20]4[CH:25]=[CH:24][C:23]([CH:26]5[CH2:31][CH2:30][NH:29][CH2:28][CH2:27]5)=[C:22]([F:39])[CH:21]=4)[CH:18]=3)[NH:13][CH:12]=2)[CH:8]=[N:7]1.